From a dataset of Forward reaction prediction with 1.9M reactions from USPTO patents (1976-2016). Predict the product of the given reaction. Given the reactants [CH3:1][O:2][C:3]1[CH:4]=[C:5]2[C:10](=[CH:11][C:12]=1[O:13][CH3:14])[N:9]=[CH:8][CH:7]=[C:6]2[O:15][C:16]1[CH:22]=[CH:21][C:19]([NH2:20])=[CH:18][CH:17]=1.Cl[C:24](Cl)([O:26]C(=O)OC(Cl)(Cl)Cl)Cl.[CH3:35][CH2:36][CH:37]([OH:41])[CH2:38][CH2:39][CH3:40].C(=O)(O)[O-].[Na+], predict the reaction product. The product is: [CH3:1][O:2][C:3]1[CH:4]=[C:5]2[C:10](=[CH:11][C:12]=1[O:13][CH3:14])[N:9]=[CH:8][CH:7]=[C:6]2[O:15][C:16]1[CH:22]=[CH:21][C:19]([NH:20][C:24](=[O:26])[O:41][CH:37]([CH2:36][CH3:35])[CH2:38][CH2:39][CH3:40])=[CH:18][CH:17]=1.